From a dataset of Full USPTO retrosynthesis dataset with 1.9M reactions from patents (1976-2016). Predict the reactants needed to synthesize the given product. Given the product [Br:10][C:8]1[C:7]([O:17][CH2:16][CH2:15][O:14][CH3:13])=[N:6][CH:5]=[C:4]([CH:9]=1)[C:3]([OH:2])=[O:12], predict the reactants needed to synthesize it. The reactants are: C[O:2][C:3](=[O:12])[C:4]1[CH:9]=[C:8]([Br:10])[C:7](Cl)=[N:6][CH:5]=1.[CH3:13][O:14][CH2:15][CH2:16][OH:17].C1CCN2C(=NCCC2)CC1.[OH-].[K+].Cl.